The task is: Predict the reactants needed to synthesize the given product.. This data is from Full USPTO retrosynthesis dataset with 1.9M reactions from patents (1976-2016). (1) Given the product [C:40]([C:2]1[C:3]([N:20]2[CH2:21][CH2:22][N:23]([C:26]([O:28][C:29]([CH3:32])([CH3:31])[CH3:30])=[O:27])[CH2:24][CH2:25]2)=[C:4]2[CH:10]=[N:9][N:8]([CH2:11][C:12]3[CH:13]=[CH:14][C:15]([O:18][CH3:19])=[CH:16][CH:17]=3)[C:5]2=[N:6][CH:7]=1)#[N:42], predict the reactants needed to synthesize it. The reactants are: Br[C:2]1[C:3]([N:20]2[CH2:25][CH2:24][N:23]([C:26]([O:28][C:29]([CH3:32])([CH3:31])[CH3:30])=[O:27])[CH2:22][CH2:21]2)=[C:4]2[CH:10]=[N:9][N:8]([CH2:11][C:12]3[CH:17]=[CH:16][C:15]([O:18][CH3:19])=[CH:14][CH:13]=3)[C:5]2=[N:6][CH:7]=1.CCOCC.O.C[C:40]([N:42](C)C)=O. (2) Given the product [CH2:1]([O:8][C:9]([NH:11][C@H:12]([C:16]([O:18][C:19]1[CH:20]=[CH:21][C:22]([C:23]([OH:25])=[O:24])=[CH:35][CH:36]=1)=[O:17])[CH:13]([CH3:15])[CH3:14])=[O:10])[C:2]1[CH:3]=[CH:4][CH:5]=[CH:6][CH:7]=1, predict the reactants needed to synthesize it. The reactants are: [CH2:1]([O:8][C:9]([NH:11][C@H:12]([C:16]([O:18][C:19]1[CH:36]=[CH:35][C:22]([C:23]([O:25]CC2C=CC(OC)=CC=2)=[O:24])=[CH:21][CH:20]=1)=[O:17])[CH:13]([CH3:15])[CH3:14])=[O:10])[C:2]1[CH:7]=[CH:6][CH:5]=[CH:4][CH:3]=1.C(O)C.